Dataset: Drug-target binding data from BindingDB using IC50 measurements. Task: Regression. Given a target protein amino acid sequence and a drug SMILES string, predict the binding affinity score between them. We predict pIC50 (pIC50 = -log10(IC50 in M); higher means more potent). Dataset: bindingdb_ic50. (1) The pIC50 is 6.8. The compound is CN(C)Cc1ccc(CCOc2nc(-c3ccncc3)cc(=O)n2C)cc1. The target protein sequence is MSGRPRTTSFAESCKPVQQPSAFGSMKVSRDKDGSKVTTVVATPGQGPDRPQEVSYTDTKVIGNGSFGVVYQAKLCDSGELVAIKKVLQDKRFKNRELQIMRKLDHCNIVRLRYFFYSSGEKKDEVYLNLVLDYVPETVYRVARHYSRAKQTLPVIYVKLYMYQLFRSLAYIHSFGICHRDIKPQNLLLDPDTAVLKLCDFGSAKQLVRGEPNVSYICSRYYRAPELIFGATDYTSSIDVWSAGCVLAELLLGQPIFPGDSGVDQLVEIIKVLGTPTREQIREMNPNYTEFKFPQIKAHPWTKVFRPRTPPEAIALCSRLLEYTPTARLTPLEACAHSFFDELRDPNVKLPNGRDTPALFNFTTQELSSNPPLATILIPPHARIQAAASTPSNTTAASDANAGDRGQTNNAASASASDS. (2) The target protein sequence is MAGYLRVVRSLCRASGSRPAWAPAALTAPTSQEQPRRHYADKRIKVAKPVVEMDGDEMTRIIWQFIKEKLILPHVDIQLKYFDLGLPNRDQTDDQVTIDSALATQKYSVAVKCATITPDEARVEEFKLKKMWKSPNGTIQNILGGTVFREPIICKNIPRLVPGWTKPITIGRHAHGDQYKATDFVADRAGTFKMVFTPKDGSGVKEWEVYNFPAGGVGMGMYNTDESISGFAHSCFQYAIQKKWPLYMSTKNTILKAYDGRFKDIFQEIFDKHYKTDFDKNKIWYEHRLIDDMVAQVLKSSGGFVWACKNYDGDVQSDILAQGFGSLGLMTSVLVCPDGKTIEAEAAHGTVTRHYREHQKGRPTSTNPIASIFAWTRGLEHRGKLDGNQDLIRFAQMLEKVCVETVESGAMTKDLAGCIHGLSNVKLNEHFLNTTDFLDTIKSNLDRALGRQ. The drug is Cc1cccc(NC(=O)c2nn(Cc3c[nH]cn3)c3c2CN(C(=O)c2ccc[nH]2)CC3)c1. The pIC50 is 4.0. (3) The target protein (P32897) has sequence MSWLFGDKTPTDDANAAVGGQDTTKPKELSLKQSLGFEPNINNIISGPGGMHVDTARLHPLAGLDKGVEYLDLEEEQLSSLEGSQGLIPSRGWTDDLCYGTGAVYLLGLGIGGFSGMMQGLQNIPPNSPGKLQLNTVLNHITKRGPFLGNNAGILALSYNIINSTIDALRGKHDTAGSIGAGALTGALFKSSKGLKPMGYSSAMVAAACAVWCSVKKRLLEK. The drug is C[C@@H]1CC=C[C@H]2[C@H]1C(=O)N(Cc1ccccc1)[C@H]2c1ccc(-c2ccoc2)cc1F. The pIC50 is 4.9.